This data is from Forward reaction prediction with 1.9M reactions from USPTO patents (1976-2016). The task is: Predict the product of the given reaction. (1) The product is: [NH:1]([C:8]([C@H:10]1[N:14]2[C:15](=[O:41])[C:16]([N:19]([CH2:30][C:31]3[CH:36]=[CH:35][CH:34]=[C:33]([C:37]([F:40])([F:39])[F:38])[CH:32]=3)[C:20](=[O:29])[O:21][CH2:22][C:23]3[CH:28]=[CH:27][CH:26]=[CH:25][CH:24]=3)=[CH:17][N:18]=[C:13]2[C@@:12]([N:68]=[N+:69]=[N-:70])([CH3:42])[CH2:11]1)=[O:9])[C:2]1[CH:7]=[CH:6][CH:5]=[CH:4][CH:3]=1. Given the reactants [NH:1]([C:8]([C@H:10]1[N:14]2[C:15](=[O:41])[C:16]([N:19]([CH2:30][C:31]3[CH:36]=[CH:35][CH:34]=[C:33]([C:37]([F:40])([F:39])[F:38])[CH:32]=3)[C:20](=[O:29])[O:21][CH2:22][C:23]3[CH:28]=[CH:27][CH:26]=[CH:25][CH:24]=3)=[CH:17][N:18]=[C:13]2[CH:12]([CH3:42])[CH2:11]1)=[O:9])[C:2]1[CH:7]=[CH:6][CH:5]=[CH:4][CH:3]=1.[Li+].C[Si]([N-][Si](C)(C)C)(C)C.CC(C1C=C(C(C)C)C(S([N:68]=[N+:69]=[N-:70])(=O)=O)=C(C(C)C)C=1)C.CC(O)=O, predict the reaction product. (2) Given the reactants Br[C:2]1[C:10]([CH:11]([CH3:13])[CH3:12])=[CH:9][CH:8]=[C:7]2[C:3]=1[CH:4]=[N:5][NH:6]2.[B:14]1([B:14]2[O:18][C:17]([CH3:20])([CH3:19])[C:16]([CH3:22])([CH3:21])[O:15]2)[O:18][C:17]([CH3:20])([CH3:19])[C:16]([CH3:22])([CH3:21])[O:15]1.CC([O-])=O.[K+].COC1C=CC=C(OC)C=1C1C=CC=CC=1P(C1CCCCC1)C1CCCCC1, predict the reaction product. The product is: [CH:11]([C:10]1[C:2]([B:14]2[O:18][C:17]([CH3:20])([CH3:19])[C:16]([CH3:22])([CH3:21])[O:15]2)=[C:3]2[C:7](=[CH:8][CH:9]=1)[NH:6][N:5]=[CH:4]2)([CH3:13])[CH3:12]. (3) Given the reactants [NH2:1][CH2:2][CH2:3][O:4][CH2:5][CH2:6][O:7][CH2:8][CH2:9][NH:10][S:11]([C:14]1[CH:19]=[CH:18][C:17]([CH:20]2[C:29]3[C:24](=[C:25]([Cl:31])[CH:26]=[C:27]([Cl:30])[CH:28]=3)[CH2:23][N:22]([CH3:32])[CH2:21]2)=[CH:16][CH:15]=1)(=[O:13])=[O:12].[OH:33][CH:34]([CH:45]([OH:56])[C:46]([O:48]N1C(=O)CCC1=O)=O)[C:35]([O:37]N1C(=O)CCC1=O)=O, predict the reaction product. The product is: [Cl:30][C:27]1[CH:28]=[C:29]2[C:24](=[C:25]([Cl:31])[CH:26]=1)[CH2:23][N:22]([CH3:32])[CH2:21][CH:20]2[C:17]1[CH:16]=[CH:15][C:14]([S:11]([NH:10][CH2:9][CH2:8][O:7][CH2:6][CH2:5][O:4][CH2:3][CH2:2][NH:1][C:35](=[O:37])[CH:34]([OH:33])[CH:45]([OH:56])[C:46]([NH:1][CH2:2][CH2:3][O:4][CH2:5][CH2:6][O:7][CH2:8][CH2:9][NH:10][S:11]([C:14]2[CH:15]=[CH:16][C:17]([CH:20]3[C:29]4[C:24](=[C:25]([Cl:31])[CH:26]=[C:27]([Cl:30])[CH:28]=4)[CH2:23][N:22]([CH3:32])[CH2:21]3)=[CH:18][CH:19]=2)(=[O:13])=[O:12])=[O:48])(=[O:13])=[O:12])=[CH:19][CH:18]=1. (4) Given the reactants [CH:1]1([CH2:4][N:5]([CH2:18][CH:19]2[CH2:21][CH2:20]2)[C:6]2[C:15]3[C:10](=[CH:11][CH:12]=[CH:13][CH:14]=3)[N:9]=[CH:8][C:7]=2[CH:16]=O)[CH2:3][CH2:2]1.[F:22][C:23]([F:37])([F:36])[C:24]1[CH:25]=[C:26]([CH:29]=[C:30]([C:32]([F:35])([F:34])[F:33])[CH:31]=1)[CH2:27][NH2:28].C([BH3-])#N.[Na+], predict the reaction product. The product is: [F:22][C:23]([F:36])([F:37])[C:24]1[CH:25]=[C:26]([CH:29]=[C:30]([C:32]([F:35])([F:33])[F:34])[CH:31]=1)[CH2:27][NH:28][CH2:16][C:7]1[CH:8]=[N:9][C:10]2[C:15]([C:6]=1[N:5]([CH2:18][CH:19]1[CH2:21][CH2:20]1)[CH2:4][CH:1]1[CH2:3][CH2:2]1)=[CH:14][CH:13]=[CH:12][CH:11]=2. (5) Given the reactants [CH3:1][O:2][C:3]1[CH:9]=[CH:8][C:6]([NH2:7])=[C:5]([N+:10]([O-:12])=[O:11])[CH:4]=1.[CH3:13][C:14]([O:17][C:18](O[C:18]([O:17][C:14]([CH3:16])([CH3:15])[CH3:13])=[O:19])=[O:19])([CH3:16])[CH3:15].C(O)(C(F)(F)F)=O, predict the reaction product. The product is: [C:14]([O:17][C:18](=[O:19])[NH:7][C:6]1[CH:8]=[CH:9][C:3]([O:2][CH3:1])=[CH:4][C:5]=1[N+:10]([O-:12])=[O:11])([CH3:16])([CH3:15])[CH3:13]. (6) The product is: [C:34]([O:33][CH2:32][C@@H:30]1[CH2:29][O:28][C:27](=[O:26])[N:31]1[C:2]1[CH:3]=[CH:4][C:5]([C:10]([N:12]2[CH2:17][CH2:16][N:15]([C:18]3[C:23]([CH3:24])=[CH:22][C:21]([CH3:25])=[CH:20][N:19]=3)[CH2:14][CH2:13]2)=[O:11])=[C:6]([C:7]#[N:8])[CH:9]=1)(=[O:41])[C:35]1[CH:36]=[CH:37][CH:38]=[CH:39][CH:40]=1. Given the reactants Br[C:2]1[CH:3]=[CH:4][C:5]([C:10]([N:12]2[CH2:17][CH2:16][N:15]([C:18]3[C:23]([CH3:24])=[CH:22][C:21]([CH3:25])=[CH:20][N:19]=3)[CH2:14][CH2:13]2)=[O:11])=[C:6]([CH:9]=1)[C:7]#[N:8].[O:26]=[C:27]1[NH:31][C@H:30]([CH2:32][O:33][C:34](=[O:41])[C:35]2[CH:40]=[CH:39][CH:38]=[CH:37][CH:36]=2)[CH2:29][O:28]1, predict the reaction product.